This data is from Full USPTO retrosynthesis dataset with 1.9M reactions from patents (1976-2016). The task is: Predict the reactants needed to synthesize the given product. (1) Given the product [CH:21]1([C:2]2[CH:10]=[CH:9][CH:8]=[C:7]3[C:3]=2[C:4](=[O:14])[C:5](=[O:12])[N:6]3[CH3:11])[CH2:23][CH2:22]1, predict the reactants needed to synthesize it. The reactants are: Br[C:2]1[CH:10]=[CH:9][CH:8]=[C:7]2[C:3]=1[CH2:4][C:5](=[O:12])[N:6]2[CH3:11].P([O-])([O-])([O-])=[O:14].[K+].[K+].[K+].[CH:21]1([B-](F)(F)F)[CH2:23][CH2:22]1.[K+].ClCCl. (2) Given the product [CH2:1]([O:3][C:4]([C:6]1[CH:14]=[C:13]2[C:9]([C:10]([CH:18]=[O:19])=[C:11]([CH:15]([CH3:16])[CH3:17])[N:12]2[CH2:27][C:28]2[CH:33]=[CH:32][CH:31]=[CH:30][N:29]=2)=[CH:8][CH:7]=1)=[O:5])[CH3:2], predict the reactants needed to synthesize it. The reactants are: [CH2:1]([O:3][C:4]([C:6]1[CH:14]=[C:13]2[C:9]([C:10]([CH:18]=[O:19])=[C:11]([CH:15]([CH3:17])[CH3:16])[NH:12]2)=[CH:8][CH:7]=1)=[O:5])[CH3:2].C([O-])([O-])=O.[K+].[K+].Br[CH2:27][C:28]1[CH:33]=[CH:32][CH:31]=[CH:30][N:29]=1. (3) The reactants are: [Br:1][C:2]1[N:7]=[CH:6][C:5]2[C:8](I)=[CH:9][N:10]([CH:11]([CH3:13])[CH3:12])[C:4]=2[CH:3]=1.[CH3:15][C:16]1[C:20](B(O)O)=[C:19]([CH3:24])[NH:18][N:17]=1.ClCCl.C(=O)([O-])[O-].[Na+].[Na+].O.C(#N)C. Given the product [Br:1][C:2]1[N:7]=[CH:6][C:5]2[C:8]([C:20]3[C:16]([CH3:15])=[N:17][NH:18][C:19]=3[CH3:24])=[CH:9][N:10]([CH:11]([CH3:13])[CH3:12])[C:4]=2[CH:3]=1, predict the reactants needed to synthesize it. (4) Given the product [CH3:25][N:23]([CH3:24])[C:22]([C:12]1[N:11]([C:27]2[CH:28]=[CH:29][C:30]([O:33][CH3:34])=[CH:31][CH:32]=2)[C:10]([S:35]([NH:38][C:39](=[O:45])[O:40][C:41]([CH3:43])([CH3:44])[CH3:42])(=[O:36])=[O:37])=[C:9]([OH:8])[C:13]=1[OH:14])=[O:26], predict the reactants needed to synthesize it. The reactants are: C([O:8][C:9]1[C:13]([O:14]CC2C=CC=CC=2)=[C:12]([C:22](=[O:26])[N:23]([CH3:25])[CH3:24])[N:11]([C:27]2[CH:32]=[CH:31][C:30]([O:33][CH3:34])=[CH:29][CH:28]=2)[C:10]=1[S:35]([NH:38][C:39](=[O:45])[O:40][C:41]([CH3:44])([CH3:43])[CH3:42])(=[O:37])=[O:36])C1C=CC=CC=1. (5) The reactants are: FC(F)(F)C([NH:5][C@@H:6]1[C:15]2[C:10](=[CH:11][CH:12]=[CH:13][CH:14]=2)[C@H:9]([OH:16])[CH2:8][CH2:7]1)=O.[OH-].[Na+].Cl. Given the product [NH2:5][C@@H:6]1[C:15]2[C:10](=[CH:11][CH:12]=[CH:13][CH:14]=2)[C@H:9]([OH:16])[CH2:8][CH2:7]1, predict the reactants needed to synthesize it. (6) Given the product [Br:17][C:18]1[CH:19]=[CH:20][C:21]([C:24]2[CH:28]=[C:27]([CH2:29][N:13]3[CH:12]=[C:11]4[N:16]=[C:8]([C:3]5[CH:4]=[CH:5][CH:6]=[CH:7][C:2]=5[F:1])[N:9]=[C:10]4[CH:15]=[N:14]3)[O:26][N:25]=2)=[N:22][CH:23]=1, predict the reactants needed to synthesize it. The reactants are: [F:1][C:2]1[CH:7]=[CH:6][CH:5]=[CH:4][C:3]=1[C:8]1[N:16]=[C:11]2[CH:12]=[N:13][NH:14][CH:15]=[C:10]2[N:9]=1.[Br:17][C:18]1[CH:19]=[CH:20][C:21]([C:24]2[CH:28]=[C:27]([CH2:29]Cl)[O:26][N:25]=2)=[N:22][CH:23]=1. (7) The reactants are: CS[C:3]1[N:7]=[C:6]([C:8]2[CH:13]=[CH:12][CH:11]=[C:10]([F:14])[CH:9]=2)[S:5][N:4]=1.Cl[C:16]1C=C(C=CC=1)C(OO)=O.[S:26]([O-:29])([O-])=[O:27].[Na+].[Na+]. Given the product [CH3:16][S:26]([C:3]1[N:7]=[C:6]([C:8]2[CH:13]=[CH:12][CH:11]=[C:10]([F:14])[CH:9]=2)[S:5][N:4]=1)(=[O:29])=[O:27], predict the reactants needed to synthesize it.